This data is from Retrosynthesis with 50K atom-mapped reactions and 10 reaction types from USPTO. The task is: Predict the reactants needed to synthesize the given product. (1) Given the product FC(F)(F)Oc1ccc(-c2cc3cc(Br)ccc3[nH]2)cc1, predict the reactants needed to synthesize it. The reactants are: CC(=O)c1ccc(OC(F)(F)F)cc1.NNc1ccc(Br)cc1. (2) Given the product COc1ccc(CNc2c3c(nc4ccc(C#N)cc24)CCN(C(C)=O)C3)cc1Cl, predict the reactants needed to synthesize it. The reactants are: CC(=O)N1CCc2nc3ccc(C#N)cc3c(Cl)c2C1.COc1ccc(CN)cc1Cl. (3) Given the product O=[N+]([O-])c1ccc(F)cc1N1CCCCC1, predict the reactants needed to synthesize it. The reactants are: C1CCNCC1.O=[N+]([O-])c1ccc(F)cc1F. (4) Given the product CC(C)(C)OC(=O)[C@H]1CC[C@@H](NS(=O)(=O)c2ccc3c(Cl)cnc(NC(=N)N)c3c2)CC1, predict the reactants needed to synthesize it. The reactants are: CC(C)(C)OC(=O)[C@H]1CC[C@@H](NS(=O)(=O)c2ccc3c(Cl)cnc(Cl)c3c2)CC1.N=C(N)N. (5) Given the product CCCCCCCn1ccc2cc(OCc3ccccc3)ccc21, predict the reactants needed to synthesize it. The reactants are: CCCCCCCBr.c1ccc(COc2ccc3[nH]ccc3c2)cc1.